This data is from Full USPTO retrosynthesis dataset with 1.9M reactions from patents (1976-2016). The task is: Predict the reactants needed to synthesize the given product. (1) Given the product [F:1][C:2]1[CH:3]=[C:4]([N+:9]([O-:11])=[O:10])[CH:5]=[CH:6][C:7]=1[N:12]1[CH2:17][CH2:16][CH2:15][CH2:14][CH2:13]1, predict the reactants needed to synthesize it. The reactants are: [F:1][C:2]1[CH:3]=[C:4]([N+:9]([O-:11])=[O:10])[CH:5]=[CH:6][C:7]=1F.[NH:12]1[CH2:17][CH2:16][CH2:15][CH2:14][CH2:13]1. (2) Given the product [OH:1][B:2]1[C:6]2[CH:7]=[C:8]([NH:11][S:12]([C:15]3[CH:20]=[CH:19][C:18]([O:21][CH3:22])=[CH:17][C:16]=3[CH2:23][C:24]([OH:26])=[O:25])(=[O:14])=[O:13])[CH:9]=[CH:10][C:5]=2[CH2:4][O:3]1, predict the reactants needed to synthesize it. The reactants are: [OH:1][B:2]1[C:6]2[CH:7]=[C:8]([NH:11][S:12]([C:15]3[CH:20]=[CH:19][C:18]([O:21][CH3:22])=[CH:17][C:16]=3[CH2:23][C:24]([O:26]CC)=[O:25])(=[O:14])=[O:13])[CH:9]=[CH:10][C:5]=2[CH2:4][O:3]1.[Li+].[OH-]. (3) Given the product [NH2:22][S:19]([C:10]1[CH:9]=[C:8]([CH:7]=[C:6]([NH:5][CH2:4][CH2:3][CH2:2][CH3:1])[C:11]=1[O:12][C:13]1[CH:18]=[CH:17][CH:16]=[CH:15][CH:14]=1)[C:23]([O:25][CH2:31][O:30][C:26]([CH2:27][CH3:28])=[O:29])=[O:24])(=[O:21])=[O:20], predict the reactants needed to synthesize it. The reactants are: [CH3:1][CH2:2][CH2:3][CH2:4][NH:5][C:6]1[CH:7]=[C:8]([C:23]([OH:25])=[O:24])[CH:9]=[C:10]([S:19]([NH2:22])(=[O:21])=[O:20])[C:11]=1[O:12][C:13]1[CH:14]=[CH:15][CH:16]=[CH:17][CH:18]=1.[C:26]([O:30][CH2:31]Cl)(=[O:29])[CH2:27][CH3:28].C(N(CC)CC)C.[I-].[Na+]. (4) Given the product [NH2:1][C:2]1[N:7]([C:8]2[C:9]([F:16])=[CH:10][C:11]([O:15][CH2:31][CH2:30][O:29][CH3:28])=[CH:12][C:13]=2[F:14])[C:6](=[O:17])[CH:5]=[CH:4][C:3]=1[C:18](=[O:27])[C:19]1[CH:24]=[CH:23][C:22]([F:25])=[CH:21][C:20]=1[F:26], predict the reactants needed to synthesize it. The reactants are: [NH2:1][C:2]1[N:7]([C:8]2[C:13]([F:14])=[CH:12][C:11]([OH:15])=[CH:10][C:9]=2[F:16])[C:6](=[O:17])[CH:5]=[CH:4][C:3]=1[C:18](=[O:27])[C:19]1[CH:24]=[CH:23][C:22]([F:25])=[CH:21][C:20]=1[F:26].[CH3:28][O:29][CH2:30][CH2:31]Br.C(=O)([O-])[O-].[K+].[K+].[I-].[K+]. (5) Given the product [C:4]([CH:6]1[CH2:11][CH2:10][N:9]([C:12]2[CH:13]=[CH:14][C:15]([C:16]#[N:17])=[CH:18][CH:19]=2)[CH2:8][CH2:7]1)([OH:5])=[O:3], predict the reactants needed to synthesize it. The reactants are: C([O:3][C:4]([CH:6]1[CH2:11][CH2:10][N:9]([C:12]2[CH:19]=[CH:18][C:15]([C:16]#[N:17])=[CH:14][CH:13]=2)[CH2:8][CH2:7]1)=[O:5])C.[OH-].[Na+].Cl. (6) Given the product [F:19][C:18]([F:21])([F:20])[C:14]1[CH:13]=[C:12]([NH:11][C:4]2[C:5]3[N:10]=[CH:9][S:8][C:6]=3[N:7]=[C:2]([C:30]3[CH:31]=[C:32]([CH:37]=[CH:38][CH:39]=3)[C:33]([O:35][CH3:36])=[O:34])[N:3]=2)[CH:17]=[CH:16][CH:15]=1, predict the reactants needed to synthesize it. The reactants are: Cl[C:2]1[N:3]=[C:4]([NH:11][C:12]2[CH:17]=[CH:16][CH:15]=[C:14]([C:18]([F:21])([F:20])[F:19])[CH:13]=2)[C:5]2[N:10]=[CH:9][S:8][C:6]=2[N:7]=1.CC1(C)C(C)(C)OB([C:30]2[CH:31]=[C:32]([CH:37]=[CH:38][CH:39]=2)[C:33]([O:35][CH3:36])=[O:34])O1.C([O-])([O-])=O.[Na+].[Na+]. (7) Given the product [CH:23]1([C:21]([C:9]2[N:8]([CH3:11])[C:7]3[CH:12]=[C:3]([O:2][CH3:1])[CH:4]=[CH:5][C:6]=3[N:10]=2)=[O:22])[CH2:28][CH2:27][CH2:26][CH2:25][CH2:24]1, predict the reactants needed to synthesize it. The reactants are: [CH3:1][O:2][C:3]1[CH:4]=[CH:5][C:6]2[N:10]=[CH:9][N:8]([CH3:11])[C:7]=2[CH:12]=1.C([Li])CCC.CON(C)[C:21]([CH:23]1[CH2:28][CH2:27][CH2:26][CH2:25][CH2:24]1)=[O:22].[Cl-].[NH4+].